The task is: Predict the product of the given reaction.. This data is from Forward reaction prediction with 1.9M reactions from USPTO patents (1976-2016). Given the reactants F[C:2]1[CH:3]=[C:4]([CH:7]=[CH:8][C:9]=1[C:10]([F:13])([F:12])[F:11])[C:5]#[N:6].[CH3:14][O:15][C:16](=[O:27])[CH2:17][CH2:18][C:19]1[CH:24]=[CH:23][C:22]([OH:25])=[CH:21][C:20]=1[CH3:26], predict the reaction product. The product is: [CH3:14][O:15][C:16](=[O:27])[CH2:17][CH2:18][C:19]1[CH:24]=[CH:23][C:22]([O:25][C:2]2[CH:3]=[C:4]([CH2:5][NH2:6])[CH:7]=[CH:8][C:9]=2[C:10]([F:13])([F:12])[F:11])=[CH:21][C:20]=1[CH3:26].